Predict the reaction yield, written as a fraction of the theoretical maximum amount of product (1.0 means a 100% yield; for example, 0.34 means a 34% yield). From a dataset of Reaction yield outcomes from USPTO patents with 853,638 reactions. The reactants are O[CH:2]=[C:3]1[C:11]2[C:6](=[CH:7][C:8]([C:12]([C:14]3[CH:19]=[CH:18][C:17]([NH:20][C:21]([C:23]4[S:24][CH:25]=[CH:26][CH:27]=4)=[O:22])=[CH:16][CH:15]=3)=[O:13])=[CH:9][CH:10]=2)[NH:5][C:4]1=[O:28].[NH2:29][C:30]1[CH:31]=[CH:32][C:33]([CH3:37])=[C:34]([OH:36])[CH:35]=1. The catalyst is C1COCC1. The product is [OH:36][C:34]1[CH:35]=[C:30]([NH:29][CH:2]=[C:3]2[C:11]3[C:6](=[CH:7][C:8]([C:12]([C:14]4[CH:19]=[CH:18][C:17]([NH:20][C:21]([C:23]5[S:24][CH:25]=[CH:26][CH:27]=5)=[O:22])=[CH:16][CH:15]=4)=[O:13])=[CH:9][CH:10]=3)[NH:5][C:4]2=[O:28])[CH:31]=[CH:32][C:33]=1[CH3:37]. The yield is 0.700.